This data is from Catalyst prediction with 721,799 reactions and 888 catalyst types from USPTO. The task is: Predict which catalyst facilitates the given reaction. (1) Reactant: [N:1]1[C:9]2[C:4](=[N:5][CH:6]=[CH:7][CH:8]=2)[NH:3][C:2]=1[C:10]1[CH:11]=[C:12]([CH:17]=[CH:18][CH:19]=1)[C:13]([O:15][CH3:16])=[O:14].C1C=C([Cl:26])C=C(C(OO)=O)C=1. Product: [Cl:26][C:8]1[CH:7]=[CH:6][N:5]=[C:4]2[NH:3][C:2]([C:10]3[CH:11]=[C:12]([CH:17]=[CH:18][CH:19]=3)[C:13]([O:15][CH3:16])=[O:14])=[N:1][C:9]=12. The catalyst class is: 52. (2) Product: [C:1]([CH2:21][C@@H:11]1[CH2:10][C@@H:9]([CH2:8][C:7]2[CH:27]=[CH:28][C:29]([Cl:30])=[C:5]([Cl:4])[CH:6]=2)[CH2:13][N:12]1[C:14]([O:16][C:17]([CH3:20])([CH3:19])[CH3:18])=[O:15])#[N:2]. The catalyst class is: 16. Reactant: [C-:1]#[N:2].[Na+].[Cl:4][C:5]1[CH:6]=[C:7]([CH:27]=[CH:28][C:29]=1[Cl:30])[CH2:8][C@H:9]1[CH2:13][N:12]([C:14]([O:16][C:17]([CH3:20])([CH3:19])[CH3:18])=[O:15])[C@H:11]([CH2:21]OS(C)(=O)=O)[CH2:10]1.CCOC(C)=O.C([O-])([O-])=O.[Na+].[Na+]. (3) Reactant: [Cl:1][C:2]1[CH:18]=[CH:17][CH:16]=[CH:15][C:3]=1[CH2:4][O:5][CH2:6][C:7]1[O:11][N:10]=[C:9]([C:12]([OH:14])=O)[CH:8]=1.[O:19]1[CH2:23][CH2:22][CH:21]([CH2:24][NH2:25])[CH2:20]1.O1CCCC1.F[P-](F)(F)(F)(F)F.N1(O[P+](N2CCCC2)(N2CCCC2)N2CCCC2)C2C=CC=CC=2N=N1. Product: [O:19]1[CH2:23][CH2:22][CH:21]([CH2:24][NH:25][C:12]([C:9]2[CH:8]=[C:7]([CH2:6][O:5][CH2:4][C:3]3[CH:15]=[CH:16][CH:17]=[CH:18][C:2]=3[Cl:1])[O:11][N:10]=2)=[O:14])[CH2:20]1. The catalyst class is: 6. (4) Reactant: [C:1]([C:5]1[CH:31]=[CH:30][C:8]2[NH:9][C:10]([NH:12][C:13]3[C:14]([O:19][C:20]4[CH:25]=[CH:24][CH:23]=[CH:22][C:21]=4[C:26]([CH3:29])([CH3:28])[CH3:27])=[N:15][CH:16]=[CH:17][CH:18]=3)=[N:11][C:7]=2[CH:6]=1)([CH3:4])([CH3:3])[CH3:2].[H-].[Na+].I[CH3:35]. Product: [C:1]([C:5]1[CH:31]=[CH:30][C:8]2[N:9]=[C:10]([NH:12][C:13]3[C:14]([O:19][C:20]4[CH:25]=[CH:24][CH:23]=[CH:22][C:21]=4[C:26]([CH3:29])([CH3:28])[CH3:27])=[N:15][CH:16]=[CH:17][CH:18]=3)[N:11]([CH3:35])[C:7]=2[CH:6]=1)([CH3:4])([CH3:2])[CH3:3]. The catalyst class is: 1. (5) Reactant: [CH2:1]([O:5][C:6]1[C:11]([CH2:12][NH:13][C:14](=[O:34])[CH:15]([C:17]2[CH:31]=[CH:30][C:20]([CH2:21][NH:22]C(=O)OC(C)(C)C)=[C:19]([O:32][CH3:33])[CH:18]=2)[CH3:16])=[CH:10][CH:9]=[C:8]([C:35]([F:38])([F:37])[F:36])[N:7]=1)[CH2:2][CH2:3][CH3:4].FC(F)(F)C(O)=O.C([O-])(O)=O.[Na+]. Product: [NH2:22][CH2:21][C:20]1[CH:30]=[CH:31][C:17]([CH:15]([CH3:16])[C:14]([NH:13][CH2:12][C:11]2[C:6]([O:5][CH2:1][CH2:2][CH2:3][CH3:4])=[N:7][C:8]([C:35]([F:37])([F:38])[F:36])=[CH:9][CH:10]=2)=[O:34])=[CH:18][C:19]=1[O:32][CH3:33]. The catalyst class is: 4. (6) Reactant: C([O:4][CH2:5][C:6]1[C:10]2[N:11]([CH3:27])[CH:12]=[C:13]([C:16]([NH:18][CH2:19][C:20]3[CH:25]=[CH:24][C:23]([Cl:26])=[CH:22][CH:21]=3)=[O:17])[C:14](=[O:15])[C:9]=2[S:8][C:7]=1[CH2:28][N:29]([CH2:31][C@@H:32]([OH:39])[C:33]1[CH:38]=[CH:37][CH:36]=[CH:35][N:34]=1)[CH3:30])C=C. Product: [Cl:26][C:23]1[CH:22]=[CH:21][C:20]([CH2:19][NH:18][C:16]([C:13]2[C:14](=[O:15])[C:9]3[S:8][C:7]([CH2:28][N:29]([CH2:31][C@@H:32]([OH:39])[C:33]4[CH:38]=[CH:37][CH:36]=[CH:35][N:34]=4)[CH3:30])=[C:6]([CH2:5][OH:4])[C:10]=3[N:11]([CH3:27])[CH:12]=2)=[O:17])=[CH:25][CH:24]=1. The catalyst class is: 19.